Dataset: Peptide-MHC class II binding affinity with 134,281 pairs from IEDB. Task: Regression. Given a peptide amino acid sequence and an MHC pseudo amino acid sequence, predict their binding affinity value. This is MHC class II binding data. (1) The peptide sequence is SPPVVSFRETVLDKS. The MHC is HLA-DPA10103-DPB10401 with pseudo-sequence HLA-DPA10103-DPB10401. The binding affinity (normalized) is 0.498. (2) The peptide sequence is NRMVLASTTAKAMEQMAGSS. The MHC is DRB1_0403 with pseudo-sequence DRB1_0403. The binding affinity (normalized) is 0.659. (3) The peptide sequence is LVAGPAGSYAADLGY. The MHC is DRB1_0701 with pseudo-sequence DRB1_0701. The binding affinity (normalized) is 0.106. (4) The peptide sequence is LGIISHLLKTRDNSV. The binding affinity (normalized) is 0.118. The MHC is H-2-IAb with pseudo-sequence H-2-IAb. (5) The peptide sequence is GFKAAVAAAASVP. The MHC is HLA-DPA10301-DPB10402 with pseudo-sequence HLA-DPA10301-DPB10402. The binding affinity (normalized) is 0.198. (6) The peptide sequence is PFCSHHFHELQLKDG. The MHC is HLA-DQA10501-DQB10303 with pseudo-sequence HLA-DQA10501-DQB10303. The binding affinity (normalized) is 0. (7) The peptide sequence is CNIVNVSLVKPTVYV. The MHC is DRB1_0101 with pseudo-sequence DRB1_0101. The binding affinity (normalized) is 0.604.